Dataset: Kir2.1 potassium channel HTS with 301,493 compounds. Task: Binary Classification. Given a drug SMILES string, predict its activity (active/inactive) in a high-throughput screening assay against a specified biological target. (1) The molecule is o1c(CNc2nc(Nc3ccc(cc3)C)nc3c2cccc3)ccc1. The result is 0 (inactive). (2) The molecule is O1c2c(OC1)ccc(c2)/C=C\C(=O)c1oc(cc1)C. The result is 0 (inactive). (3) The compound is O(c1c(N2CCN(CC2)C(=O)c2noc(c2)C)cccc1)C. The result is 0 (inactive).